This data is from Peptide-MHC class II binding affinity with 134,281 pairs from IEDB. The task is: Regression. Given a peptide amino acid sequence and an MHC pseudo amino acid sequence, predict their binding affinity value. This is MHC class II binding data. (1) The MHC is DRB5_0101 with pseudo-sequence DRB5_0101. The binding affinity (normalized) is 0.223. The peptide sequence is GRKTRSAYERMCNIL. (2) The peptide sequence is NQEILELAQSETCSP. The MHC is HLA-DQA10101-DQB10501 with pseudo-sequence HLA-DQA10101-DQB10501. The binding affinity (normalized) is 0.279. (3) The peptide sequence is GEVEIQFRRVKCKYP. The MHC is DRB1_1501 with pseudo-sequence DRB1_1501. The binding affinity (normalized) is 0.473. (4) The peptide sequence is ALFYKLDVVPID. The MHC is HLA-DPA10103-DPB10401 with pseudo-sequence HLA-DPA10103-DPB10401. The binding affinity (normalized) is 0.200. (5) The peptide sequence is ELELQFRRVKCKYPE. The MHC is DRB1_1101 with pseudo-sequence DRB1_1101. The binding affinity (normalized) is 0.424. (6) The peptide sequence is AAATFGTTVYGAFAA. The MHC is HLA-DPA10103-DPB10601 with pseudo-sequence HLA-DPA10103-DPB10601. The binding affinity (normalized) is 0.442.